This data is from Forward reaction prediction with 1.9M reactions from USPTO patents (1976-2016). The task is: Predict the product of the given reaction. (1) Given the reactants [N:1]1[CH:6]=[CH:5][CH:4]=[C:3]([O:7][CH:8]2[CH2:13][CH2:12][C:11](=O)[CH2:10][CH2:9]2)[N:2]=1.[NH:15]1[CH2:18][CH:17]([NH:19][C:20]([CH2:22][NH:23][C:24](=[O:35])[C:25]2[CH:30]=[CH:29][CH:28]=[C:27]([C:31]([F:34])([F:33])[F:32])[CH:26]=2)=[O:21])[CH2:16]1, predict the reaction product. The product is: [N:1]1[CH:6]=[CH:5][CH:4]=[C:3]([O:7][CH:8]2[CH2:13][CH2:12][CH:11]([N:15]3[CH2:18][CH:17]([NH:19][C:20]([CH2:22][NH:23][C:24](=[O:35])[C:25]4[CH:30]=[CH:29][CH:28]=[C:27]([C:31]([F:34])([F:32])[F:33])[CH:26]=4)=[O:21])[CH2:16]3)[CH2:10][CH2:9]2)[N:2]=1. (2) Given the reactants [CH2:1]([O:16][C:17]1[CH:24]=[CH:23][C:20]([CH:21]=O)=[CH:19][CH:18]=1)[CH2:2][CH2:3][CH2:4][CH2:5][CH2:6][CH2:7][CH2:8][CH2:9][CH2:10][CH2:11][CH2:12][CH2:13][CH2:14][CH3:15].C1C=CC([P+](C2C=CC=CC=2)(C2C=CC=CC=2)[CH2:32][C:33]2[CH:38]=[CH:37][C:36]([CH2:39][P+](C3C=CC=CC=3)(C3C=CC=CC=3)C3C=CC=CC=3)=[CH:35][CH:34]=2)=CC=1.[Br-].[Br-], predict the reaction product. The product is: [CH2:1]([O:16][C:17]1[CH:24]=[CH:23][C:20]([CH:21]=[CH:39][C:36]2[CH:35]=[CH:34][C:33]([CH:32]=[CH:21][C:20]3[CH:23]=[CH:24][C:17]([O:16][CH2:1][CH2:2][CH2:3][CH2:4][CH2:5][CH2:6][CH2:7][CH2:8][CH2:9][CH2:10][CH2:11][CH2:12][CH2:13][CH2:14][CH3:15])=[CH:18][CH:19]=3)=[CH:38][CH:37]=2)=[CH:19][CH:18]=1)[CH2:2][CH2:3][CH2:4][CH2:5][CH2:6][CH2:7][CH2:8][CH2:9][CH2:10][CH2:11][CH2:12][CH2:13][CH2:14][CH3:15]. (3) Given the reactants [CH:1]([C:4]1[N:8]2[N:9]=[C:10]([CH:13]=O)[CH:11]=[CH:12][C:7]2=[N:6][N:5]=1)([CH3:3])[CH3:2].[CH3:15][NH2:16].[O-]S([O-])(=O)=O.[Mg+2], predict the reaction product. The product is: [CH:1]([C:4]1[N:8]2[N:9]=[C:10]([CH:13]=[N:16][CH3:15])[CH:11]=[CH:12][C:7]2=[N:6][N:5]=1)([CH3:3])[CH3:2]. (4) Given the reactants CC(C)C[O:4][C:5]([C:7]1[C:12](=[O:13])[N:11]([CH2:14][C:15]2[CH:20]=[CH:19][C:18]([O:21][CH2:22][CH2:23][CH2:24][CH2:25][O:26][CH2:27][C@H:28]3[CH2:32][O:31]C(C)(C)[O:29]3)=[C:17]([F:35])[C:16]=2[F:36])[N:10]2[CH2:37][CH2:38][CH2:39][C@:9]2([CH3:40])[C:8]=1[OH:41])=O.[CH3:43][S:44][C:45]1[N:50]=[CH:49][C:48]([C:51]2[CH:57]=[C:56]([C:58]([F:61])([F:60])[F:59])[CH:55]=[CH:54][C:52]=2[NH2:53])=[CH:47][CH:46]=1.O, predict the reaction product. The product is: [OH:29][C@H:28]([CH2:32][OH:31])[CH2:27][O:26][CH2:25][CH2:24][CH2:23][CH2:22][O:21][C:18]1[CH:19]=[CH:20][C:15]([CH2:14][N:11]2[C:12](=[O:13])[C:7]([C:5]([NH:53][C:52]3[CH:54]=[CH:55][C:56]([C:58]([F:59])([F:60])[F:61])=[CH:57][C:51]=3[C:48]3[CH:49]=[N:50][C:45]([S:44][CH3:43])=[CH:46][CH:47]=3)=[O:4])=[C:8]([OH:41])[C@@:9]3([CH3:40])[CH2:39][CH2:38][CH2:37][N:10]23)=[C:16]([F:36])[C:17]=1[F:35]. (5) Given the reactants [CH2:1]([C:10]1[CH:16]=[CH:15][C:13]([NH2:14])=[CH:12][CH:11]=1)[CH2:2][CH2:3][CH2:4][CH2:5][CH2:6][CH2:7][CH2:8][CH3:9].C(OC([NH:24][CH:25]([C:28](O)=[O:29])[CH2:26][OH:27])=O)(C)(C)C, predict the reaction product. The product is: [NH2:24][CH:25]([CH2:28][OH:29])[C:26]([NH:14][C:13]1[CH:12]=[CH:11][C:10]([CH2:1][CH2:2][CH2:3][CH2:4][CH2:5][CH2:6][CH2:7][CH2:8][CH3:9])=[CH:16][CH:15]=1)=[O:27]. (6) Given the reactants Cl[CH2:2][C:3](=O)[CH2:4][C:5]([O:7][CH3:8])=[O:6].ClC(=O)CC(OC)=[O:14].[NH2:18][C:19]1[CH:24]=[CH:23][CH:22]=[CH:21][CH:20]=1.C(N)(=O)CCC(N)=O, predict the reaction product. The product is: [CH3:8][O:7][C:5](=[O:6])[CH2:4][CH2:3][C:2]([NH:18][C:19]1[CH:24]=[CH:23][CH:22]=[CH:21][CH:20]=1)=[O:14]. (7) Given the reactants [Br:1][C:2]1[CH:7]=[CH:6][C:5]([C:8](=[O:12])[CH2:9][O:10][CH3:11])=[CH:4][C:3]=1[F:13].O.C1(C)C=CC(S(O)(=O)=O)=CC=1.[CH2:26](O)[CH2:27][OH:28], predict the reaction product. The product is: [Br:1][C:2]1[CH:7]=[CH:6][C:5]([C:8]2([CH2:9][O:10][CH3:11])[O:28][CH2:27][CH2:26][O:12]2)=[CH:4][C:3]=1[F:13].